This data is from Catalyst prediction with 721,799 reactions and 888 catalyst types from USPTO. The task is: Predict which catalyst facilitates the given reaction. (1) Reactant: [C:1]([NH:20][C:21]1[N:25]([CH2:26][CH2:27][OH:28])[N:24]=[CH:23][CH:22]=1)([C:14]1[CH:19]=[CH:18][CH:17]=[CH:16][CH:15]=1)([C:8]1[CH:13]=[CH:12][CH:11]=[CH:10][CH:9]=1)[C:2]1[CH:7]=[CH:6][CH:5]=[CH:4][CH:3]=1.Cl[C:30]1[CH:35]=[CH:34][C:33]([N+:36]([O-:38])=[O:37])=[CH:32][N:31]=1.CC(C)([O-])C.[K+].O. Product: [N+:36]([C:33]1[CH:34]=[CH:35][C:30]([O:28][CH2:27][CH2:26][N:25]2[C:21]([NH:20][C:1]([C:2]3[CH:7]=[CH:6][CH:5]=[CH:4][CH:3]=3)([C:8]3[CH:13]=[CH:12][CH:11]=[CH:10][CH:9]=3)[C:14]3[CH:19]=[CH:18][CH:17]=[CH:16][CH:15]=3)=[CH:22][CH:23]=[N:24]2)=[N:31][CH:32]=1)([O-:38])=[O:37]. The catalyst class is: 9. (2) Reactant: [Cl:1][C:2]1[CH:7]=[C:6]([Cl:8])[CH:5]=[C:4]([Cl:9])[C:3]=1[N:10]1[C:14]2=[N:15][C:16]([CH2:20][C:21]3[CH:26]=[CH:25][CH:24]=[C:23]([O:27]C)[CH:22]=3)=[N:17][C:18](=[O:19])[C:13]2=[C:12]([CH:29]([CH3:31])[CH3:30])[NH:11]1.B(Br)(Br)Br. Product: [Cl:1][C:2]1[CH:7]=[C:6]([Cl:8])[CH:5]=[C:4]([Cl:9])[C:3]=1[N:10]1[C:14]2=[N:15][C:16]([CH2:20][C:21]3[CH:26]=[CH:25][CH:24]=[C:23]([OH:27])[CH:22]=3)=[N:17][C:18](=[O:19])[C:13]2=[C:12]([CH:29]([CH3:31])[CH3:30])[NH:11]1. The catalyst class is: 2. (3) Reactant: [C:1]1([NH:7][C:8](=[O:35])[NH:9][C:10]2[CH:34]=[CH:33][C:13]([C:14]([N:16]3[CH2:21][CH2:20][N:19]([CH2:22][C:23]4[CH:24]=[C:25]([CH:30]=[CH:31][CH:32]=4)[C:26]([O:28]C)=[O:27])[CH2:18][CH2:17]3)=[O:15])=[CH:12][CH:11]=2)[CH:6]=[CH:5][CH:4]=[CH:3][CH:2]=1.O1CCOCC1.O.[OH-].[Li+]. Product: [C:1]1([NH:7][C:8](=[O:35])[NH:9][C:10]2[CH:11]=[CH:12][C:13]([C:14]([N:16]3[CH2:21][CH2:20][N:19]([CH2:22][C:23]4[CH:24]=[C:25]([CH:30]=[CH:31][CH:32]=4)[C:26]([OH:28])=[O:27])[CH2:18][CH2:17]3)=[O:15])=[CH:33][CH:34]=2)[CH:6]=[CH:5][CH:4]=[CH:3][CH:2]=1. The catalyst class is: 6. (4) The catalyst class is: 39. Reactant: [C:1]([C:5]1[CH:13]=[CH:12][C:8]([C:9]([OH:11])=O)=[CH:7][CH:6]=1)([CH3:4])([CH3:3])[CH3:2].[C:14]([N:21]1[CH2:26][CH2:25][CH2:24][C@@H:23]([NH2:27])[CH2:22]1)([O:16][C:17]([CH3:20])([CH3:19])[CH3:18])=[O:15].F[P-](F)(F)(F)(F)F.N1(O[P+](N(C)C)(N(C)C)N(C)C)C2C=CC=CC=2N=N1.CN1CCOCC1. Product: [C:1]([C:5]1[CH:6]=[CH:7][C:8]([C:9]([NH:27][C@@H:23]2[CH2:24][CH2:25][CH2:26][N:21]([C:14]([O:16][C:17]([CH3:20])([CH3:19])[CH3:18])=[O:15])[CH2:22]2)=[O:11])=[CH:12][CH:13]=1)([CH3:2])([CH3:3])[CH3:4]. (5) Reactant: [CH3:1][C@H:2]1[CH2:7][CH2:6][C@H:5]([C:8]([OH:10])=O)[CH2:4][CH2:3]1.CN([C:14]([O:18][N:19]1N=NC2C=CC=N[C:20]1=2)=[N+](C)C)C.F[P-](F)(F)(F)(F)F.CCN(C(C)C)C(C)C.Cl.CNOC. Product: [CH3:14][O:18][N:19]([CH3:20])[C:8]([C@H:5]1[CH2:6][CH2:7][C@H:2]([CH3:1])[CH2:3][CH2:4]1)=[O:10]. The catalyst class is: 18. (6) Reactant: [CH:1]1([C:4]2[C:5]([CH2:18][N:19]3[CH2:24][CH2:23][CH:22]([OH:25])[CH2:21][CH2:20]3)=[CH:6][C:7]([F:17])=[C:8]([CH:16]=2)[C:9]([O:11][C:12]([CH3:15])([CH3:14])[CH3:13])=[O:10])[CH2:3][CH2:2]1.C(N(CC)CC)C.[CH3:33][S:34](Cl)(=[O:36])=[O:35]. Product: [CH:1]1([C:4]2[C:5]([CH2:18][N:19]3[CH2:20][CH2:21][CH:22]([O:25][S:34]([CH3:33])(=[O:36])=[O:35])[CH2:23][CH2:24]3)=[CH:6][C:7]([F:17])=[C:8]([CH:16]=2)[C:9]([O:11][C:12]([CH3:15])([CH3:14])[CH3:13])=[O:10])[CH2:3][CH2:2]1. The catalyst class is: 4. (7) Reactant: [C:1]([NH2:5])([CH3:4])([CH3:3])[CH3:2].Br[CH2:7][C:8]([C:10]1[CH:15]=[CH:14][C:13]([O:16][C:17]2[CH:22]=[CH:21][CH:20]=[CH:19][CH:18]=2)=[CH:12][CH:11]=1)=[O:9].[ClH:23]. Product: [ClH:23].[O:16]([C:13]1[CH:12]=[CH:11][C:10]([C:8](=[O:9])[CH2:7][NH:5][C:1]([CH3:4])([CH3:3])[CH3:2])=[CH:15][CH:14]=1)[C:17]1[CH:22]=[CH:21][CH:20]=[CH:19][CH:18]=1. The catalyst class is: 41. (8) Reactant: N1C2CCNCCC=2C=C[CH:2]=1.[Br:12][C:13]1[CH:14]=[N:15][C:16]2[N:17]([N:19]=[C:20]([C:22]([N:24]3[CH2:30][CH2:29][C:28]4[N:31]=[CH:32][NH:33][C:27]=4[CH2:26][CH2:25]3)=[O:23])[CH:21]=2)[CH:18]=1.CI.C(=O)([O-])[O-].[K+].[K+]. Product: [Br:12][C:13]1[CH:14]=[N:15][C:16]2[N:17]([N:19]=[C:20]([C:22]([N:24]3[CH2:30][CH2:29][C:28]4[N:31]=[CH:32][N:33]([CH3:2])[C:27]=4[CH2:26][CH2:25]3)=[O:23])[CH:21]=2)[CH:18]=1. The catalyst class is: 3. (9) Reactant: CS(O[CH2:6][C@H:7]1[CH2:12][CH2:11][C@@H:10]([NH:13][C:14]([O:16][C:17]([CH3:20])([CH3:19])[CH3:18])=[O:15])[CH2:9][CH2:8]1)(=O)=O.CCN(C(C)C)C(C)C.[F:30][C:31]([F:40])([F:39])[C:32]1[CH:33]=[C:34]([SH:38])[CH:35]=[CH:36][CH:37]=1. Product: [F:40][C:31]([F:30])([F:39])[C:32]1[CH:33]=[C:34]([S:38][CH2:6][C@@H:7]2[CH2:8][CH2:9][C@H:10]([NH:13][C:14](=[O:15])[O:16][C:17]([CH3:18])([CH3:19])[CH3:20])[CH2:11][CH2:12]2)[CH:35]=[CH:36][CH:37]=1. The catalyst class is: 23. (10) Reactant: [H-].[Al+3].[Li+].[H-].[H-].[H-].Cl.[CH3:8][CH:9]1[CH2:14][NH:13][CH:12]([CH2:15][C:16](OCC)=[O:17])[CH2:11][CH2:10]1.O.[OH-].[Na+]. Product: [CH3:8][CH:9]1[CH2:14][NH:13][CH:12]([CH2:15][CH2:16][OH:17])[CH2:11][CH2:10]1. The catalyst class is: 1.